Dataset: Full USPTO retrosynthesis dataset with 1.9M reactions from patents (1976-2016). Task: Predict the reactants needed to synthesize the given product. (1) Given the product [Cl:29][C:2]1[N:6]2[C:7](=[O:22])[CH:8]=[C:9]([CH2:11][N:12]([CH2:20][CH3:21])[C:13]3[CH:18]=[CH:17][C:16]([F:19])=[CH:15][CH:14]=3)[N:10]=[C:5]2[S:4][C:3]=1[CH3:23], predict the reactants needed to synthesize it. The reactants are: Br[C:2]1[N:6]2[C:7](=[O:22])[CH:8]=[C:9]([CH2:11][N:12]([CH2:20][CH3:21])[C:13]3[CH:18]=[CH:17][C:16]([F:19])=[CH:15][CH:14]=3)[N:10]=[C:5]2[S:4][C:3]=1[CH3:23].C([Li])CCC.[Cl:29]N1C(=O)CCC1=O. (2) Given the product [CH3:18][O:19][CH2:20][CH2:21][NH:22][C:3]1[CH:2]=[C:1]([NH:17][C:14]2[CH:13]=[C:12]([CH3:11])[NH:16][N:15]=2)[N:10]=[C:1]([CH:2]=[CH:3][C:4]2[CH:9]=[CH:8][CH:7]=[CH:6][CH:5]=2)[N:10]=1, predict the reactants needed to synthesize it. The reactants are: [C:1](#[N:10])[CH:2]=[CH:3][C:4]1[CH:9]=[CH:8][CH:7]=[CH:6][CH:5]=1.[CH3:11][C:12]1[NH:16][N:15]=[C:14]([NH2:17])[CH:13]=1.[CH3:18][O:19][CH2:20][CH2:21][NH2:22]. (3) The reactants are: [Cl:1]N1C(=O)CCC1=O.[CH:9]([Si:12]([CH:25]([CH3:27])[CH3:26])([CH:22]([CH3:24])[CH3:23])[O:13][C:14]([C:16]1[N:21]=[CH:20][CH:19]=[CH:18][N:17]=1)=[CH2:15])([CH3:11])[CH3:10].CCOCC. Given the product [Cl:1][CH:15]=[C:14]([C:16]1[N:17]=[CH:18][CH:19]=[CH:20][N:21]=1)[O:13][Si:12]([CH:9]([CH3:10])[CH3:11])([CH:22]([CH3:24])[CH3:23])[CH:25]([CH3:27])[CH3:26], predict the reactants needed to synthesize it. (4) Given the product [CH2:31]([O:30][P:28]([CH2:17][S:14]([N:11]1[CH2:12][CH2:13][N:8]([C:4]2[CH:3]=[C:2]([CH3:1])[CH:7]=[CH:6][N:5]=2)[CH2:9][CH2:10]1)(=[O:16])=[O:15])([O:33][CH2:34][CH3:35])=[O:29])[CH3:32], predict the reactants needed to synthesize it. The reactants are: [CH3:1][C:2]1[CH:7]=[CH:6][N:5]=[C:4]([N:8]2[CH2:13][CH2:12][N:11]([S:14]([CH3:17])(=[O:16])=[O:15])[CH2:10][CH2:9]2)[CH:3]=1.C[Si]([N-][Si](C)(C)C)(C)C.[Li+].[P:28](Cl)([O:33][CH2:34][CH3:35])([O:30][CH2:31][CH3:32])=[O:29].[Cl-].[NH4+]. (5) Given the product [NH3:5].[CH3:4][C:2]([N:5]([C@H:9]1[CH2:13][CH2:12][N:11]([C:14]2[CH:15]=[C:16]3[C:20](=[CH:21][CH:22]=2)[CH:19]([N:27]([CH3:28])[CH3:25])[CH2:18][CH2:17]3)[C:10]1=[O:24])[C:6](=[O:8])[O-:7])([CH3:1])[CH3:3], predict the reactants needed to synthesize it. The reactants are: [CH3:1][C:2]([N:5]([C@H:9]1[CH2:13][CH2:12][N:11]([C:14]2[CH:15]=[C:16]3[C:20](=[CH:21][CH:22]=2)[CH:19](O)[CH2:18][CH2:17]3)[C:10]1=[O:24])[C:6](=[O:8])[O-:7])([CH3:4])[CH3:3].[CH2:25]([N:27](CC)[CH2:28]C)C.CS(Cl)(=O)=O.CNC.